From a dataset of NCI-60 drug combinations with 297,098 pairs across 59 cell lines. Regression. Given two drug SMILES strings and cell line genomic features, predict the synergy score measuring deviation from expected non-interaction effect. (1) Drug 2: B(C(CC(C)C)NC(=O)C(CC1=CC=CC=C1)NC(=O)C2=NC=CN=C2)(O)O. Drug 1: C(CCl)NC(=O)N(CCCl)N=O. Synergy scores: CSS=74.1, Synergy_ZIP=1.45, Synergy_Bliss=2.05, Synergy_Loewe=1.20, Synergy_HSA=1.59. Cell line: HL-60(TB). (2) Drug 1: CC1=C(C=C(C=C1)NC2=NC=CC(=N2)N(C)C3=CC4=NN(C(=C4C=C3)C)C)S(=O)(=O)N.Cl. Drug 2: C1C(C(OC1N2C=NC(=NC2=O)N)CO)O. Cell line: U251. Synergy scores: CSS=5.09, Synergy_ZIP=-4.02, Synergy_Bliss=-3.89, Synergy_Loewe=-3.73, Synergy_HSA=-3.61. (3) Drug 1: CCCS(=O)(=O)NC1=C(C(=C(C=C1)F)C(=O)C2=CNC3=C2C=C(C=N3)C4=CC=C(C=C4)Cl)F. Drug 2: CCCCC(=O)OCC(=O)C1(CC(C2=C(C1)C(=C3C(=C2O)C(=O)C4=C(C3=O)C=CC=C4OC)O)OC5CC(C(C(O5)C)O)NC(=O)C(F)(F)F)O. Cell line: A498. Synergy scores: CSS=14.8, Synergy_ZIP=1.35, Synergy_Bliss=6.55, Synergy_Loewe=6.36, Synergy_HSA=6.42. (4) Drug 1: CCC(=C(C1=CC=CC=C1)C2=CC=C(C=C2)OCCN(C)C)C3=CC=CC=C3.C(C(=O)O)C(CC(=O)O)(C(=O)O)O. Drug 2: C1=NNC2=C1C(=O)NC=N2. Cell line: TK-10. Synergy scores: CSS=1.24, Synergy_ZIP=-1.36, Synergy_Bliss=-1.44, Synergy_Loewe=-1.41, Synergy_HSA=-1.12. (5) Drug 1: CC1=C(C(=CC=C1)Cl)NC(=O)C2=CN=C(S2)NC3=CC(=NC(=N3)C)N4CCN(CC4)CCO. Synergy scores: CSS=35.2, Synergy_ZIP=0.677, Synergy_Bliss=5.02, Synergy_Loewe=2.45, Synergy_HSA=6.09. Cell line: ACHN. Drug 2: CS(=O)(=O)CCNCC1=CC=C(O1)C2=CC3=C(C=C2)N=CN=C3NC4=CC(=C(C=C4)OCC5=CC(=CC=C5)F)Cl.